This data is from Reaction yield outcomes from USPTO patents with 853,638 reactions. The task is: Predict the reaction yield, written as a fraction of the theoretical maximum amount of product (1.0 means a 100% yield; for example, 0.34 means a 34% yield). (1) The reactants are [F:1][C:2]1[CH:10]=[C:9]2[C:5]([CH2:6][C:7]([CH3:17])=[C:8]2[CH2:11][C:12]([O:14]CC)=[O:13])=[CH:4][CH:3]=1.C[O-].[Na+].[CH3:21][S:22][C:23]1[CH:30]=[CH:29][C:26]([CH:27]=O)=[CH:25][CH:24]=1. The catalyst is CO. The product is [CH3:21][S:22][C:23]1[CH:30]=[CH:29][C:26](/[CH:27]=[C:6]2/[C:7]([CH3:17])=[C:8]([CH2:11][C:12]([OH:14])=[O:13])[C:9]3[C:5]/2=[CH:4][CH:3]=[C:2]([F:1])[CH:10]=3)=[CH:25][CH:24]=1. The yield is 0.850. (2) The reactants are [CH2:1]([O:3][C:4](=[O:17])[CH2:5][O:6][C:7]1[CH:12]=[CH:11][C:10]([Br:13])=[CH:9][C:8]=1[C:14](=[O:16])[CH3:15])[CH3:2].[Br:18]Br. The catalyst is C(Cl)(Cl)Cl. The product is [CH2:1]([O:3][C:4](=[O:17])[CH2:5][O:6][C:7]1[CH:12]=[CH:11][C:10]([Br:13])=[CH:9][C:8]=1[C:14](=[O:16])[CH2:15][Br:18])[CH3:2]. The yield is 0.940. (3) The reactants are CO[CH:3](OC)[CH2:4][CH:5](OC)OC.[Cl:12][C:13]1[CH:22]=[C:21]([CH3:23])[C:20]([NH:24][NH2:25])=[CH:19][C:14]=1[C:15]([O:17][CH3:18])=[O:16]. The catalyst is C(O)C. The product is [Cl:12][C:13]1[CH:22]=[C:21]([CH3:23])[C:20]([N:24]2[CH:5]=[CH:4][CH:3]=[N:25]2)=[CH:19][C:14]=1[C:15]([O:17][CH3:18])=[O:16]. The yield is 0.520. (4) The reactants are [Cl:1][C:2]1[CH:7]=[CH:6][C:5]([CH2:8]Cl)=[CH:4][N+:3]=1[O-:10].[CH3:11][CH:12]1[CH2:17][CH2:16][NH:15][CH2:14][CH2:13]1.[I-].[K+].C(=O)([O-])[O-]. The catalyst is O1CCCC1. The product is [Cl:1][C:2]1[CH:7]=[CH:6][C:5]([CH2:8][N:15]2[CH2:16][CH2:17][CH:12]([CH3:11])[CH2:13][CH2:14]2)=[CH:4][N+:3]=1[O-:10]. The yield is 0.560. (5) The reactants are [CH2:1]([O:8][C:9]([N:11]1[CH2:15][C:14](=O)[CH2:13][N:12]1[C:17](=[O:26])[CH2:18][C:19]1[CH:24]=[CH:23][C:22]([F:25])=[CH:21][CH:20]=1)=[O:10])[C:2]1[CH:7]=[CH:6][CH:5]=[CH:4][CH:3]=1.[NH:27]1[CH2:32][CH2:31][O:30][CH2:29][CH2:28]1.[BH-](OC(C)=O)(OC(C)=O)OC(C)=O.[Na+].CC(O)=O.Cl. The catalyst is C1COCC1. The product is [CH2:1]([O:8][C:9]([N:11]1[CH2:15][CH:14]([N:27]2[CH2:32][CH2:31][O:30][CH2:29][CH2:28]2)[CH2:13][N:12]1[C:17](=[O:26])[CH2:18][C:19]1[CH:24]=[CH:23][C:22]([F:25])=[CH:21][CH:20]=1)=[O:10])[C:2]1[CH:7]=[CH:6][CH:5]=[CH:4][CH:3]=1. The yield is 0.600.